From a dataset of Forward reaction prediction with 1.9M reactions from USPTO patents (1976-2016). Predict the product of the given reaction. Given the reactants [CH2:1]([C:4]1([C:28]([O:30]C)=[O:29])[NH:9][C:8](=[O:10])[C:7]2[S:11][C:12]([N:14]3[CH2:19][CH2:18][O:17][CH2:16][CH2:15]3)=[CH:13][C:6]=2[CH:5]1[C:20]1[CH:25]=[CH:24][C:23]([Cl:26])=[C:22]([Cl:27])[CH:21]=1)[CH:2]=[CH2:3].[OH-].[Na+].O, predict the reaction product. The product is: [CH2:1]([C:4]1([C:28]([OH:30])=[O:29])[NH:9][C:8](=[O:10])[C:7]2[S:11][C:12]([N:14]3[CH2:19][CH2:18][O:17][CH2:16][CH2:15]3)=[CH:13][C:6]=2[CH:5]1[C:20]1[CH:25]=[CH:24][C:23]([Cl:26])=[C:22]([Cl:27])[CH:21]=1)[CH:2]=[CH2:3].